From a dataset of Catalyst prediction with 721,799 reactions and 888 catalyst types from USPTO. Predict which catalyst facilitates the given reaction. (1) Reactant: CC1(C)[O:6][C:5](=O)[C@H:4]([C@H:8]([C:13]([N:15]2[CH2:20][CH2:19][N:18]([C:21]3[CH:26]=[CH:25][CH:24]=[CH:23][N:22]=3)[CH2:17][C@H:16]2[CH3:27])=[O:14])[CH2:9][CH:10]([CH3:12])[CH3:11])[O:3]1.[NH2:29][OH:30]. The catalyst class is: 378. Product: [OH:30][NH:29][C:5](=[O:6])[C@@H:4]([OH:3])[C@@H:8]([C:13]([N:15]1[CH2:20][CH2:19][N:18]([C:21]2[CH:26]=[CH:25][CH:24]=[CH:23][N:22]=2)[CH2:17][C@H:16]1[CH3:27])=[O:14])[CH2:9][CH:10]([CH3:12])[CH3:11]. (2) Reactant: [CH2:1]([NH:8][C@@H:9]1[C:13]2=[CH:14][C:15]3[CH:16]=[C:17]([Br:21])[CH:18]=[CH:19][C:20]=3[N:12]2[CH2:11][C@@H:10]1[CH2:22][OH:23])[C:2]1[CH:7]=[CH:6][CH:5]=[CH:4][CH:3]=1.C=O.[C:26](O[BH-](OC(=O)C)OC(=O)C)(=O)C.[Na+]. Product: [CH2:1]([N:8]([CH3:26])[C@@H:9]1[C:13]2=[CH:14][C:15]3[CH:16]=[C:17]([Br:21])[CH:18]=[CH:19][C:20]=3[N:12]2[CH2:11][C@@H:10]1[CH2:22][OH:23])[C:2]1[CH:7]=[CH:6][CH:5]=[CH:4][CH:3]=1. The catalyst class is: 26. (3) Reactant: [CH3:1][C:2]1[CH:7]=[CH:6][C:5]([N+:8]([O-:10])=[O:9])=[CH:4][C:3]=1[OH:11].[C:12](=O)([O-])[O-].[K+].[K+].IC.O. Product: [CH3:1][C:2]1[CH:7]=[CH:6][C:5]([N+:8]([O-:10])=[O:9])=[CH:4][C:3]=1[O:11][CH3:12]. The catalyst class is: 21.